This data is from Catalyst prediction with 721,799 reactions and 888 catalyst types from USPTO. The task is: Predict which catalyst facilitates the given reaction. (1) Reactant: [CH2:1]([NH:3][C:4]1[C:13]([CH:14]=[O:15])=[CH:12][C:11]2[C:6](=[CH:7][CH:8]=[C:9]([O:16][CH3:17])[CH:10]=2)[N:5]=1)[CH3:2]. Product: [CH2:1]([NH:3][C:4]1[C:13]([CH2:14][OH:15])=[CH:12][C:11]2[C:6](=[CH:7][CH:8]=[C:9]([O:16][CH3:17])[CH:10]=2)[N:5]=1)[CH3:2]. The catalyst class is: 1. (2) Reactant: [F:1][C:2]1[CH:10]=[C:9]2[C:5]([C:6]([I:11])=[CH:7][NH:8]2)=[CH:4][C:3]=1[C:12]([OH:14])=[O:13].[H-].[Na+].[S:17](Cl)([C:20]1[CH:26]=[CH:25][C:23]([CH3:24])=[CH:22][CH:21]=1)(=[O:19])=[O:18]. Product: [F:1][C:2]1[CH:10]=[C:9]2[C:5]([C:6]([I:11])=[CH:7][N:8]2[S:17]([C:20]2[CH:26]=[CH:25][C:23]([CH3:24])=[CH:22][CH:21]=2)(=[O:19])=[O:18])=[CH:4][C:3]=1[C:12]([OH:14])=[O:13]. The catalyst class is: 3. (3) Reactant: Cl[CH2:2][CH2:3][CH2:4][S:5]([N:8]1[CH2:13][CH2:12][CH:11]([C:14]2[C:22]3[C:17](=[C:18]([C:29]([NH2:31])=[O:30])[CH:19]=[C:20]([C:23]4[CH:28]=[CH:27][CH:26]=[CH:25][CH:24]=4)[CH:21]=3)[NH:16][CH:15]=2)[CH2:10][CH2:9]1)(=[O:7])=[O:6].[CH3:32][O-:33].[Na+]. Product: [CH3:32][O:33][CH2:2][CH2:3][CH2:4][S:5]([N:8]1[CH2:13][CH2:12][CH:11]([C:14]2[C:22]3[C:17](=[C:18]([C:29]([NH2:31])=[O:30])[CH:19]=[C:20]([C:23]4[CH:28]=[CH:27][CH:26]=[CH:25][CH:24]=4)[CH:21]=3)[NH:16][CH:15]=2)[CH2:10][CH2:9]1)(=[O:7])=[O:6]. The catalyst class is: 5. (4) Reactant: C([O:5][C:6](=[O:35])[CH2:7][N:8]1[C:13]2[CH:14]=[C:15]([C:18]([O:20][CH2:21][CH3:22])=[O:19])[CH:16]=[CH:17][C:12]=2[S:11][CH:10]([CH2:23][CH2:24][CH2:25][C:26]2[CH:31]=[CH:30][C:29]([O:32][CH3:33])=[CH:28][CH:27]=2)[C:9]1=[O:34])(C)(C)C.CSC.Cl. Product: [CH2:21]([O:20][C:18]([C:15]1[CH:16]=[CH:17][C:12]2[S:11][CH:10]([CH2:23][CH2:24][CH2:25][C:26]3[CH:27]=[CH:28][C:29]([O:32][CH3:33])=[CH:30][CH:31]=3)[C:9](=[O:34])[N:8]([CH2:7][C:6]([OH:35])=[O:5])[C:13]=2[CH:14]=1)=[O:19])[CH3:22]. The catalyst class is: 4. (5) Reactant: [NH2:1][C:2]1[C:6]2[CH:7]=[N:8][C:9]3[CH:10]=[C:11]([O:23][CH3:24])[C:12]([O:15]CC4C=CC=CC=4)=[CH:13][C:14]=3[C:5]=2[S:4][C:3]=1[C:25]([O:27][CH3:28])=[O:26]. Product: [NH2:1][C:2]1[C:6]2[CH:7]=[N:8][C:9]3[CH:10]=[C:11]([O:23][CH3:24])[C:12]([OH:15])=[CH:13][C:14]=3[C:5]=2[S:4][C:3]=1[C:25]([O:27][CH3:28])=[O:26]. The catalyst class is: 55.